Dataset: Catalyst prediction with 721,799 reactions and 888 catalyst types from USPTO. Task: Predict which catalyst facilitates the given reaction. (1) Reactant: Br[CH2:2][C:3]([C:5]1[CH:10]=[CH:9][C:8]([F:11])=[CH:7][CH:6]=1)=O.[NH2:12][C:13]1[CH:18]=[CH:17][C:16]([I:19])=[CH:15][N:14]=1. Product: [F:11][C:8]1[CH:9]=[CH:10][C:5]([C:3]2[N:12]=[C:13]3[CH:18]=[CH:17][C:16]([I:19])=[CH:15][N:14]3[CH:2]=2)=[CH:6][CH:7]=1. The catalyst class is: 10. (2) Reactant: [CH3:1][C:2]1[N:6]([CH2:7][CH2:8][CH2:9][C:10]2[CH:15]=[CH:14][C:13]([CH2:16][CH2:17][CH2:18][CH2:19][CH3:20])=[CH:12][CH:11]=2)[C:5]([C:21]2[CH:38]=[CH:37][C:24]([O:25][C@H:26]([CH2:30][C:31]3[CH:36]=[CH:35][CH:34]=[CH:33][CH:32]=3)[C:27]([OH:29])=[O:28])=[CH:23][CH:22]=2)=[CH:4][CH:3]=1.[OH-].[Na+:40].C(O)C. Product: [CH3:1][C:2]1[N:6]([CH2:7][CH2:8][CH2:9][C:10]2[CH:15]=[CH:14][C:13]([CH2:16][CH2:17][CH2:18][CH2:19][CH3:20])=[CH:12][CH:11]=2)[C:5]([C:21]2[CH:22]=[CH:23][C:24]([O:25][C@H:26]([CH2:30][C:31]3[CH:36]=[CH:35][CH:34]=[CH:33][CH:32]=3)[C:27]([O-:29])=[O:28])=[CH:37][CH:38]=2)=[CH:4][CH:3]=1.[Na+:40]. The catalyst class is: 8. (3) Reactant: C(Cl)(=O)C(Cl)=O.CS(C)=O.[C:11]([O:15][C:16](=[O:53])[NH:17][CH2:18][C:19]1[CH:24]=[CH:23][C:22]([C:25](=[O:52])[NH:26][CH2:27][C:28]2[CH:33]=[CH:32][C:31]([O:34][CH2:35][C:36]([N:38]3[CH2:42][C@@H:41]([OH:43])[C@H:40]([O:44][Si:45]([C:48]([CH3:51])([CH3:50])[CH3:49])([CH3:47])[CH3:46])[CH2:39]3)=[O:37])=[CH:30][CH:29]=2)=[CH:21][CH:20]=1)([CH3:14])([CH3:13])[CH3:12].C(N(CC)CC)C. Product: [C:11]([O:15][C:16](=[O:53])[NH:17][CH2:18][C:19]1[CH:24]=[CH:23][C:22]([C:25](=[O:52])[NH:26][CH2:27][C:28]2[CH:33]=[CH:32][C:31]([O:34][CH2:35][C:36]([N:38]3[CH2:42][C:41](=[O:43])[C@H:40]([O:44][Si:45]([C:48]([CH3:51])([CH3:50])[CH3:49])([CH3:47])[CH3:46])[CH2:39]3)=[O:37])=[CH:30][CH:29]=2)=[CH:21][CH:20]=1)([CH3:14])([CH3:12])[CH3:13]. The catalyst class is: 20.